This data is from Catalyst prediction with 721,799 reactions and 888 catalyst types from USPTO. The task is: Predict which catalyst facilitates the given reaction. (1) Reactant: [F:1][C:2]1[C:7]2[N:8]=[N:9][S:10][C:6]=2[CH:5]=[C:4]([C:11]([O:13][CH3:14])=[O:12])[C:3]=1[NH:15][C:16]1[CH:21]=[CH:20][CH:19]=[CH:18][C:17]=1[Cl:22].C1C(=O)N([Br:30])C(=O)C1. Product: [F:1][C:2]1[C:7]2[N:8]=[N:9][S:10][C:6]=2[CH:5]=[C:4]([C:11]([O:13][CH3:14])=[O:12])[C:3]=1[NH:15][C:16]1[CH:21]=[CH:20][C:19]([Br:30])=[CH:18][C:17]=1[Cl:22]. The catalyst class is: 3. (2) Product: [OH:1][CH2:2][CH2:3][CH2:4][CH2:5][C:6]1[N:9]([CH3:8])[C:10](=[S:11])[NH:12][N:13]=1. The catalyst class is: 5. Reactant: [O:1]1[CH2:6][CH2:5][CH2:4][CH2:3][C:2]1=O.[CH3:8][NH:9][C:10]([NH:12][NH2:13])=[S:11].C(O)(=O)C.